The task is: Predict the reactants needed to synthesize the given product.. This data is from Full USPTO retrosynthesis dataset with 1.9M reactions from patents (1976-2016). (1) Given the product [CH3:1][O:2][C:3]([C:5]1[N:10]=[C:9]([C:27]2[CH:32]=[CH:31][C:30]([F:33])=[CH:29][CH:28]=2)[C:8]2[N:12]=[C:13]([C:15]3[CH:20]=[CH:19][CH:18]=[CH:17][CH:16]=3)[O:14][C:7]=2[C:6]=1[OH:21])=[O:4], predict the reactants needed to synthesize it. The reactants are: [CH3:1][O:2][C:3]([C:5]1[N:10]=[C:9](Br)[C:8]2[N:12]=[C:13]([C:15]3[CH:20]=[CH:19][CH:18]=[CH:17][CH:16]=3)[O:14][C:7]=2[C:6]=1[OH:21])=[O:4].C([Sn](CCCC)(CCCC)[C:27]1[CH:32]=[CH:31][C:30]([F:33])=[CH:29][CH:28]=1)CCC. (2) Given the product [NH:1]1[C:9]2[C:4](=[CH:5][CH:6]=[CH:7][CH:8]=2)[C:3]([CH:10]2[CH2:11][CH2:12][N:13]([CH:16]([CH:20]3[CH2:25][CH2:24][N:23]([C:26](=[O:38])/[CH:27]=[CH:28]/[C:29]4[CH:30]=[C:31]([F:37])[C:32]([F:36])=[C:33]([F:35])[CH:34]=4)[CH2:22][CH2:21]3)[C:17]([OH:19])=[O:18])[CH2:14][CH2:15]2)=[CH:2]1, predict the reactants needed to synthesize it. The reactants are: [NH:1]1[C:9]2[C:4](=[CH:5][CH:6]=[CH:7][CH:8]=2)[C:3]([CH:10]2[CH2:15][CH2:14][N:13]([CH:16]([CH:20]3[CH2:25][CH2:24][N:23]([C:26](=[O:38])[CH:27]=[CH:28][C:29]4[CH:34]=[C:33]([F:35])[C:32]([F:36])=[C:31]([F:37])[CH:30]=4)[CH2:22][CH2:21]3)[C:17]([OH:19])=[O:18])[CH2:12][CH2:11]2)=[CH:2]1. (3) Given the product [Br:9][C:7]1[CH:8]=[C:3]2[C:4]([C:11](=[O:13])[CH:12]=[N:14][NH:2]2)=[CH:5][C:6]=1[Cl:10], predict the reactants needed to synthesize it. The reactants are: Cl.[NH2:2][C:3]1[CH:8]=[C:7]([Br:9])[C:6]([Cl:10])=[CH:5][C:4]=1[C:11](=[O:13])[CH3:12].[N:14]([O-])=O.[Na+]. (4) Given the product [CH3:21][C:11]1[C:12]([O:19][CH3:20])=[C:13]([CH:14]=[CH:15][C:10]=1[N:7]1[CH2:6][CH2:5][N:4]([CH:2]([CH3:3])[CH3:1])[CH2:9][CH2:8]1)[NH2:16], predict the reactants needed to synthesize it. The reactants are: [CH3:1][CH:2]([N:4]1[CH2:9][CH2:8][N:7]([C:10]2[CH:15]=[CH:14][C:13]([N+:16]([O-])=O)=[C:12]([O:19][CH3:20])[C:11]=2[CH3:21])[CH2:6][CH2:5]1)[CH3:3].